Dataset: Reaction yield outcomes from USPTO patents with 853,638 reactions. Task: Predict the reaction yield, written as a fraction of the theoretical maximum amount of product (1.0 means a 100% yield; for example, 0.34 means a 34% yield). (1) The reactants are Cl[C:2]1[N:10]=[C:9]2[C:5]([N:6]=[C:7]([CH:12]=[O:13])[N:8]2[CH3:11])=[C:4]([N:14]2[CH2:19][CH2:18][O:17][CH2:16][CH2:15]2)[N:3]=1.[NH:20]1[C:24]2[CH:25]=[CH:26][CH:27]=[CH:28][C:23]=2[N:22]=[C:21]1[CH2:29][CH2:30][OH:31].CC(C1C=C(C(C)C)C(C2C=CC=CC=2P(C2CCCCC2)C2CCCCC2)=C(C(C)C)C=1)C.C(=O)([O-])[O-].[Cs+].[Cs+]. The catalyst is O1CCOCC1.C1C=CC(/C=C/C(/C=C/C2C=CC=CC=2)=O)=CC=1.C1C=CC(/C=C/C(/C=C/C2C=CC=CC=2)=O)=CC=1.C1C=CC(/C=C/C(/C=C/C2C=CC=CC=2)=O)=CC=1.[Pd].[Pd]. The product is [OH:31][CH2:30][CH2:29][C:21]1[N:20]([C:2]2[N:10]=[C:9]3[C:5]([N:6]=[C:7]([CH:12]=[O:13])[N:8]3[CH3:11])=[C:4]([N:14]3[CH2:19][CH2:18][O:17][CH2:16][CH2:15]3)[N:3]=2)[C:24]2[CH:25]=[CH:26][CH:27]=[CH:28][C:23]=2[N:22]=1. The yield is 0.670. (2) The product is [F:17][C:7]([F:6])([F:16])[CH2:8][CH2:9][O:10][C:11]1[S:12][C:13]([CH:18]=[O:19])=[CH:14][CH:15]=1. The reactants are P(Cl)(Cl)(Cl)=O.[F:6][C:7]([F:17])([F:16])[CH2:8][CH2:9][O:10][C:11]1[S:12][CH:13]=[CH:14][CH:15]=1.[C:18](=O)(O)[O-:19].[Na+]. The catalyst is CN(C)C=O. The yield is 0.390. (3) The reactants are Cl.CC1(C)[O:7][CH:6]([CH2:8][O:9][C:10]2[C:15]([CH3:16])=[C:14]([O:17][CH2:18][CH2:19][CH3:20])[CH:13]=[CH:12][C:11]=2[CH:21]=[C:22]2[C:26](=[O:27])[N:25]([C:28]3[CH:33]=[CH:32][CH:31]=[CH:30][CH:29]=3)[NH:24][C:23]2=[O:34])[CH2:5][O:4]1. The catalyst is CCO. The product is [OH:7][CH:6]([CH2:5][OH:4])[CH2:8][O:9][C:10]1[C:15]([CH3:16])=[C:14]([O:17][CH2:18][CH2:19][CH3:20])[CH:13]=[CH:12][C:11]=1[CH:21]=[C:22]1[C:26](=[O:27])[N:25]([C:28]2[CH:29]=[CH:30][CH:31]=[CH:32][CH:33]=2)[NH:24][C:23]1=[O:34]. The yield is 0.510.